From a dataset of Reaction yield outcomes from USPTO patents with 853,638 reactions. Predict the reaction yield, written as a fraction of the theoretical maximum amount of product (1.0 means a 100% yield; for example, 0.34 means a 34% yield). The reactants are I[C:2]1[CH:3]=[CH:4][C:5]2[N:6]([CH:8]=[C:9]([CH2:11][OH:12])[N:10]=2)[N:7]=1.[OH:13][C:14]1[CH:15]=[C:16]([NH:20][C:21]([C:23]2[N:27]([CH3:28])[N:26]=[C:25]([CH3:29])[CH:24]=2)=[O:22])[CH:17]=[CH:18][CH:19]=1.C(=O)([O-])[O-].[K+].[K+].O. The catalyst is CN(C)C=O. The product is [OH:12][CH2:11][C:9]1[N:10]=[C:5]2[CH:4]=[CH:3][C:2]([O:13][C:14]3[CH:15]=[C:16]([NH:20][C:21]([C:23]4[N:27]([CH3:28])[N:26]=[C:25]([CH3:29])[CH:24]=4)=[O:22])[CH:17]=[CH:18][CH:19]=3)=[N:7][N:6]2[CH:8]=1. The yield is 0.130.